This data is from Catalyst prediction with 721,799 reactions and 888 catalyst types from USPTO. The task is: Predict which catalyst facilitates the given reaction. Reactant: [CH2:1]([N:3]1[C:9](=[O:10])[C:8]([CH3:12])([CH3:11])[C:7](=[O:13])[N:6]([CH3:14])[C:5]2[CH:15]=[C:16]([O:19][CH2:20][CH2:21][CH2:22][NH:23][C:24]3[CH:29]=[CH:28][N:27]=[CH:26][C:25]=3[N+:30]([O-])=O)[CH:17]=[CH:18][C:4]1=2)[CH3:2]. Product: [NH2:30][C:25]1[CH:26]=[N:27][CH:28]=[CH:29][C:24]=1[NH:23][CH2:22][CH2:21][CH2:20][O:19][C:16]1[CH:17]=[CH:18][C:4]2[N:3]([CH2:1][CH3:2])[C:9](=[O:10])[C:8]([CH3:11])([CH3:12])[C:7](=[O:13])[N:6]([CH3:14])[C:5]=2[CH:15]=1. The catalyst class is: 43.